Task: Predict the product of the given reaction.. Dataset: Forward reaction prediction with 1.9M reactions from USPTO patents (1976-2016) (1) The product is: [CH3:23][O:1][C:2]([C:5]1[CH:10]=[CH:9][C:8]([C:11]2[NH:12][C:13](=[O:21])[C:14]3[C:19]([CH:20]=2)=[CH:18][CH:17]=[CH:16][CH:15]=3)=[CH:7][CH:6]=1)([CH3:3])[CH3:4]. Given the reactants [OH:1][C:2]([C:5]1[CH:10]=[CH:9][C:8]([C:11]2[NH:12][C:13](=[O:21])[C:14]3[C:19]([CH:20]=2)=[CH:18][CH:17]=[CH:16][CH:15]=3)=[CH:7][CH:6]=1)([CH3:4])[CH3:3].O.[C:23]1(C)C=CC(S(O)(=O)=O)=CC=1, predict the reaction product. (2) Given the reactants [CH3:1][O:2][C:3]1[CH:4]=[C:5]([NH:11][C:12](=[O:24])[CH2:13][C:14]([O:16]CC2C=CC=CC=2)=[O:15])[CH:6]=[CH:7][C:8]=1[O:9][CH3:10], predict the reaction product. The product is: [CH3:1][O:2][C:3]1[CH:4]=[C:5]([NH:11][C:12](=[O:24])[CH2:13][C:14]([OH:16])=[O:15])[CH:6]=[CH:7][C:8]=1[O:9][CH3:10]. (3) Given the reactants C[O:2][C:3]1[CH:8]=[CH:7][C:6]([C:9]2[S:10][CH:11]=[CH:12][N:13]=2)=[CH:5][CH:4]=1.B(Br)(Br)Br, predict the reaction product. The product is: [S:10]1[CH:11]=[CH:12][N:13]=[C:9]1[C:6]1[CH:7]=[CH:8][C:3]([OH:2])=[CH:4][CH:5]=1. (4) Given the reactants [Br:1][C:2]1[CH:7]=[CH:6][C:5]([N:8]2[C:19]3[C:11](=[CH:12][C:13]4[O:17][CH:16]=[N:15][C:14]=4[C:18]=3[F:20])[N:10]([S:21]([CH:24]3[CH2:26][CH2:25]3)(=[O:23])=[O:22])C2=O)=[C:4]([Cl:28])[CH:3]=1.C[Si](C)(C)[O-].[K+], predict the reaction product. The product is: [Br:1][C:2]1[CH:7]=[CH:6][C:5]([NH:8][C:19]2[C:11]([NH:10][S:21]([CH:24]3[CH2:25][CH2:26]3)(=[O:22])=[O:23])=[CH:12][C:13]3[O:17][CH:16]=[N:15][C:14]=3[C:18]=2[F:20])=[C:4]([Cl:28])[CH:3]=1. (5) The product is: [CH2:1]=[C:12]1[CH2:15][CH:14]([NH:16][C:17](=[O:23])[O:18][C:19]([CH3:22])([CH3:21])[CH3:20])[CH2:13]1. Given the reactants [CH3:1][Si]([N-][Si](C)(C)C)(C)C.[K+].O=[C:12]1[CH2:15][CH:14]([NH:16][C:17](=[O:23])[O:18][C:19]([CH3:22])([CH3:21])[CH3:20])[CH2:13]1, predict the reaction product. (6) Given the reactants [CH3:1][O:2][SiH:3]([O:6][CH3:7])[O:4][CH3:5].[CH3:8][N:9]([CH3:19])[C:10]1[CH:15]=[CH:14][CH:13]=[C:12](CC=C)[CH:11]=1.[O:20]1C[CH2:23][CH2:22][CH2:21]1, predict the reaction product. The product is: [CH3:19][N:9]([C:10]1[CH:11]=[C:12]([O:20][CH2:21][CH2:22][CH2:23][Si:3]([O:6][CH3:7])([O:4][CH3:5])[O:2][CH3:1])[CH:13]=[CH:14][CH:15]=1)[CH3:8]. (7) Given the reactants [Cl:1][C:2]1[C:7]([CH2:8][N:9]([CH2:20][C:21]2[CH:22]=[C:23]([CH:35]=[CH:36][CH:37]=2)[CH2:24][N:25]2[CH:29]([C:30](O)=[O:31])[CH2:28][CH2:27][S:26]2(=[O:34])=[O:33])[C@H:10]([CH2:16][N:17]([CH3:19])[CH3:18])[CH2:11][C:12]([CH3:15])([CH3:14])[CH3:13])=[C:6]([F:38])[C:5]([O:39][CH3:40])=[CH:4][CH:3]=1.[C:41]12([NH2:51])[CH2:50][CH:45]3[CH2:46][CH:47]([CH2:49][CH:43]([CH2:44]3)[CH2:42]1)[CH2:48]2, predict the reaction product. The product is: [C:41]12([NH:51][C:30]([C@@H:29]3[CH2:28][CH2:27][S:26](=[O:33])(=[O:34])[N:25]3[CH2:24][C:23]3[CH:35]=[CH:36][CH:37]=[C:21]([CH2:20][N:9]([CH2:8][C:7]4[C:2]([Cl:1])=[CH:3][CH:4]=[C:5]([O:39][CH3:40])[C:6]=4[F:38])[C@H:10]([CH2:16][N:17]([CH3:19])[CH3:18])[CH2:11][C:12]([CH3:14])([CH3:15])[CH3:13])[CH:22]=3)=[O:31])[CH2:48][CH:47]3[CH2:46][CH:45]([CH2:44][CH:43]([CH2:49]3)[CH2:42]1)[CH2:50]2. (8) The product is: [CH3:1][N:2]1[C:6]([C:7]([C:9]2[CH:14]=[CH:13][CH:12]=[CH:11][N:10]=2)=[O:8])=[CH:5][N:4]=[CH:3]1. Given the reactants [CH3:1][N:2]1[C:6]([CH:7]([C:9]2[CH:14]=[CH:13][CH:12]=[CH:11][N:10]=2)[OH:8])=[CH:5][N:4]=[CH:3]1, predict the reaction product. (9) Given the reactants [Cl:1][S:2](CC(Cl)=O)(=[O:4])=[O:3].C[OH:10].[CH3:11][CH2:12][O:13][CH2:14]C, predict the reaction product. The product is: [Cl:1][S:2]([CH2:11][C:12]([O:13][CH3:14])=[O:10])(=[O:4])=[O:3].